Dataset: Full USPTO retrosynthesis dataset with 1.9M reactions from patents (1976-2016). Task: Predict the reactants needed to synthesize the given product. Given the product [OH:13][CH:10]1[CH2:11][CH2:12][N:7]([CH2:6][C:5]2[CH:14]=[CH:15][C:2]([NH:1][C:35]3[N:34]=[CH:33][C:32]4=[CH:31][CH:30]=[C:29]([C:24]5[CH:25]=[CH:26][CH:27]=[CH:28][C:23]=5[N:22]([CH3:46])[S:19]([CH3:18])(=[O:21])=[O:20])[N:37]4[N:36]=3)=[C:3]([O:16][CH3:17])[CH:4]=2)[CH2:8][CH2:9]1, predict the reactants needed to synthesize it. The reactants are: [NH2:1][C:2]1[CH:15]=[CH:14][C:5]([CH2:6][N:7]2[CH2:12][CH2:11][CH:10]([OH:13])[CH2:9][CH2:8]2)=[CH:4][C:3]=1[O:16][CH3:17].[CH3:18][S:19]([N:22]([CH3:46])[C:23]1[CH:28]=[CH:27][CH:26]=[CH:25][C:24]=1[C:29]1[N:37]2[C:32]([CH:33]=[N:34][C:35](OS(C(F)(F)F)(=O)=O)=[N:36]2)=[CH:31][CH:30]=1)(=[O:21])=[O:20].C(N(CC)C(C)C)(C)C.COCC(O)C.